Dataset: Forward reaction prediction with 1.9M reactions from USPTO patents (1976-2016). Task: Predict the product of the given reaction. (1) Given the reactants [CH3:1][C:2]1[C:3]([N:8](COCCOC)[S:9]([C:12]2[S:13][C:14]([CH3:43])=[CH:15][C:16]=2[C:17]2[CH:22]=[CH:21][C:20]([CH2:23][N:24]3[C:32]4[CH:31]=[C:30]([CH3:33])[N:29]=[C:28]([CH3:34])[C:27]=4[C:26]([C:35]4[S:36][CH:37]=[CH:38][CH:39]=4)=[N:25]3)=[CH:19][C:18]=2[CH2:40][O:41][CH3:42])(=[O:11])=[O:10])=[N:4][O:5][C:6]=1[CH3:7].Cl, predict the reaction product. The product is: [CH3:1][C:2]1[C:3]([NH:8][S:9]([C:12]2[S:13][C:14]([CH3:43])=[CH:15][C:16]=2[C:17]2[CH:22]=[CH:21][C:20]([CH2:23][N:24]3[C:32]4[CH:31]=[C:30]([CH3:33])[N:29]=[C:28]([CH3:34])[C:27]=4[C:26]([C:35]4[S:36][CH:37]=[CH:38][CH:39]=4)=[N:25]3)=[CH:19][C:18]=2[CH2:40][O:41][CH3:42])(=[O:11])=[O:10])=[N:4][O:5][C:6]=1[CH3:7]. (2) Given the reactants Cl[S:2]([C:5]1[CH:14]=[CH:13][CH:12]=[CH:11][C:6]=1[C:7]([O:9][CH3:10])=[O:8])(=[O:4])=[O:3].[F:15][C:16]([F:25])([F:24])[C:17]1[CH:23]=[CH:22][CH:21]=[CH:20][C:18]=1[NH2:19], predict the reaction product. The product is: [CH3:10][O:9][C:7](=[O:8])[C:6]1[CH:11]=[CH:12][CH:13]=[CH:14][C:5]=1[S:2](=[O:4])(=[O:3])[NH:19][C:18]1[CH:20]=[CH:21][CH:22]=[CH:23][C:17]=1[C:16]([F:15])([F:24])[F:25].